From a dataset of Forward reaction prediction with 1.9M reactions from USPTO patents (1976-2016). Predict the product of the given reaction. (1) Given the reactants [N:1]1[CH:6]=[CH:5][CH:4]=[C:3]([O:7][CH2:8][CH:9]2[CH2:14][N:13](C(OCC3C=CC=CC=3)=O)[CH2:12][CH2:11][N:10]2[C:25]([O:27][C:28]([CH3:31])([CH3:30])[CH3:29])=[O:26])[CH:2]=1.C([O-])=O.[NH4+], predict the reaction product. The product is: [N:1]1[CH:6]=[CH:5][CH:4]=[C:3]([O:7][CH2:8][CH:9]2[CH2:14][NH:13][CH2:12][CH2:11][N:10]2[C:25]([O:27][C:28]([CH3:31])([CH3:30])[CH3:29])=[O:26])[CH:2]=1. (2) The product is: [CH3:23][CH2:22][N:7]1[C:6](=[O:24])[N:5]([CH2:25][CH2:26][OH:27])[C:4]2[N:3]=[C:2]([NH:32][CH:33]3[CH:34]([OH:38])[CH2:35][CH2:36][CH2:37]3)[N:10]([CH2:11][C:12]3[CH:17]=[CH:16][C:15]([O:18][CH3:19])=[C:14]([Br:20])[CH:13]=3)[C:9]=2[C:8]1=[O:21]. Given the reactants Br[C:2]1[N:10]([CH2:11][C:12]2[CH:17]=[CH:16][C:15]([O:18][CH3:19])=[C:14]([Br:20])[CH:13]=2)[C:9]2[C:8](=[O:21])[N:7]([CH2:22][CH3:23])[C:6](=[O:24])[N:5]([CH2:25][CH2:26][O:27]C(=O)C)[C:4]=2[N:3]=1.Cl.[NH2:32][C@@H:33]1[CH2:37][CH2:36][CH2:35][C@H:34]1[OH:38].C(=O)(O)[O-].[Na+].[OH-].C([N+](CCCC)(CCCC)CCCC)CCC, predict the reaction product. (3) Given the reactants [Cl:1][C:2]1[CH:3]=[C:4]([C:8]2[N:9]=[C:10](O)[C:11]3[CH2:16][CH2:15][CH2:14][C:12]=3[N:13]=2)[CH:5]=[CH:6][CH:7]=1.P(Cl)(Cl)([Cl:20])=O.C(=O)([O-])O.[Na+], predict the reaction product. The product is: [Cl:20][C:10]1[C:11]2[CH2:16][CH2:15][CH2:14][C:12]=2[N:13]=[C:8]([C:4]2[CH:5]=[CH:6][CH:7]=[C:2]([Cl:1])[CH:3]=2)[N:9]=1. (4) Given the reactants C(P(CCCC)CCCC)CCC.[CH2:14]([O:16][C@@H:17]([CH2:23][C:24]1[CH:29]=[CH:28][C:27]([OH:30])=[CH:26][CH:25]=1)[C:18]([O:20][CH2:21][CH3:22])=[O:19])[CH3:15].[CH:31]([C:34]1[CH:35]=[CH:36][C:37]([O:51][CH3:52])=[C:38]([C:40]2[CH:45]=[CH:44][C:43]([C:46]([CH3:50])=[CH:47][CH2:48]O)=[CH:42][CH:41]=2)[CH:39]=1)([CH3:33])[CH3:32], predict the reaction product. The product is: [CH2:14]([O:16][C@@H:17]([CH2:23][C:24]1[CH:25]=[CH:26][C:27]([O:30][CH2:48]/[CH:47]=[C:46](/[C:43]2[CH:42]=[CH:41][C:40]([C:38]3[CH:39]=[C:34]([CH:31]([CH3:32])[CH3:33])[CH:35]=[CH:36][C:37]=3[O:51][CH3:52])=[CH:45][CH:44]=2)\[CH3:50])=[CH:28][CH:29]=1)[C:18]([O:20][CH2:21][CH3:22])=[O:19])[CH3:15]. (5) Given the reactants Br[CH2:2][C:3]([N:5]1[CH2:10][CH2:9][CH:8]([C:11]2[CH:16]=[C:15]([O:17][CH:18]([CH3:20])[CH3:19])[C:14]([NH:21][C:22]3[N:27]=[C:26]4[NH:28][N:29]=[C:30]([CH3:31])[C:25]4=[C:24]([NH:32][C:33]4[CH:38]=[CH:37][CH:36]=[CH:35][C:34]=4[S:39]([CH:42]([CH3:44])[CH3:43])(=[O:41])=[O:40])[N:23]=3)=[CH:13][C:12]=2[CH3:45])[CH2:7][CH2:6]1)=[O:4].[NH:46]1[CH2:51][CH2:50][CH2:49][CH2:48][CH2:47]1, predict the reaction product. The product is: [CH:18]([O:17][C:15]1[C:14]([NH:21][C:22]2[N:27]=[C:26]3[NH:28][N:29]=[C:30]([CH3:31])[C:25]3=[C:24]([NH:32][C:33]3[CH:38]=[CH:37][CH:36]=[CH:35][C:34]=3[S:39]([CH:42]([CH3:43])[CH3:44])(=[O:41])=[O:40])[N:23]=2)=[CH:13][C:12]([CH3:45])=[C:11]([CH:8]2[CH2:7][CH2:6][N:5]([C:3](=[O:4])[CH2:2][N:46]3[CH2:51][CH2:50][CH2:49][CH2:48][CH2:47]3)[CH2:10][CH2:9]2)[CH:16]=1)([CH3:19])[CH3:20].